From a dataset of Catalyst prediction with 721,799 reactions and 888 catalyst types from USPTO. Predict which catalyst facilitates the given reaction. (1) Reactant: CS([C:4]1[N:9]=[CH:8][C:7]2=[CH:10][CH:11]=[C:12]([C:13]3[CH:18]=[CH:17][CH:16]=[CH:15][C:14]=3[O:19][CH3:20])[N:6]2[N:5]=1)=O.[N:21]1([C:27]2[CH:28]=[C:29]([NH2:33])[CH:30]=[CH:31][CH:32]=2)[CH2:26][CH2:25][O:24][CH2:23][CH2:22]1. Product: [CH3:20][O:19][C:14]1[CH:15]=[CH:16][CH:17]=[CH:18][C:13]=1[C:12]1[N:6]2[C:7]([CH:8]=[N:9][C:4]([NH:33][C:29]3[CH:30]=[CH:31][CH:32]=[C:27]([N:21]4[CH2:26][CH2:25][O:24][CH2:23][CH2:22]4)[CH:28]=3)=[N:5]2)=[CH:10][CH:11]=1. The catalyst class is: 60. (2) Reactant: [N+:1]([C:4]1[CH:5]=[C:6]2[C:10](=[CH:11][CH:12]=1)[NH:9][N:8]=[CH:7]2)([O-:3])=[O:2].[I:13]I.[OH-].[K+].OS([O-])=O.[Na+]. Product: [I:13][C:7]1[C:6]2[C:10](=[CH:11][CH:12]=[C:4]([N+:1]([O-:3])=[O:2])[CH:5]=2)[NH:9][N:8]=1. The catalyst class is: 3. (3) Reactant: Br[CH:2]1[C:7](=[O:8])[CH2:6][CH2:5][CH2:4][C:3]1=O.[CH3:10][NH:11][C:12]([NH2:14])=[S:13]. Product: [CH3:10][NH:11][C:12]1[S:13][C:2]2[C:7](=[O:8])[CH2:6][CH2:5][CH2:4][C:3]=2[N:14]=1. The catalyst class is: 17. (4) Reactant: I[CH2:2][C@@H:3]([CH3:18])[CH2:4][N:5]1[C:10]2[CH:11]=[C:12]([O:15][CH3:16])[CH:13]=[CH:14][C:9]=2[O:8][CH2:7][C:6]1=[O:17].[CH2:19]([CH:24]1[CH2:30][CH:29]2[NH:31][CH:26]([CH2:27][CH2:28]2)[CH2:25]1)[CH2:20][CH2:21][CH2:22][CH3:23]. Product: [CH3:16][O:15][C:12]1[CH:13]=[CH:14][C:9]2[O:8][CH2:7][C:6](=[O:17])[N:5]([CH2:4][C@H:3]([CH3:18])[CH2:2][N:31]3[CH:26]4[CH2:27][CH2:28][CH:29]3[CH2:30][CH:24]([CH2:19][CH2:20][CH2:21][CH2:22][CH3:23])[CH2:25]4)[C:10]=2[CH:11]=1. The catalyst class is: 243. (5) Reactant: FC(F)(F)C(O)=O.[Cl:8][C:9]1[CH:10]=[CH:11][C:12]([F:38])=[C:13]([CH:15]2[C:19]([C:22]3[CH:27]=[CH:26][C:25]([Cl:28])=[CH:24][C:23]=3[F:29])([C:20]#[N:21])[CH:18]([CH2:30][C:31]([CH3:34])([CH3:33])[CH3:32])[NH:17][CH:16]2[C:35]([OH:37])=O)[CH:14]=1.[NH2:39][C:40]1[CH:49]=[CH:48][C:43]([C:44]([O:46][CH3:47])=[O:45])=[CH:42][CH:41]=1.CN(C(ON1N=NC2C=CC=NC1=2)=[N+](C)C)C.F[P-](F)(F)(F)(F)F.CCN(C(C)C)C(C)C. Product: [CH3:47][O:46][C:44](=[O:45])[C:43]1[CH:48]=[CH:49][C:40]([NH:39][C:35]([C@H:16]2[C@H:15]([C:13]3[CH:14]=[C:9]([Cl:8])[CH:10]=[CH:11][C:12]=3[F:38])[C@:19]([C:22]3[CH:27]=[CH:26][C:25]([Cl:28])=[CH:24][C:23]=3[F:29])([C:20]#[N:21])[C@H:18]([CH2:30][C:31]([CH3:33])([CH3:34])[CH3:32])[NH:17]2)=[O:37])=[CH:41][CH:42]=1. The catalyst class is: 2. (6) Reactant: Br[C:2]1[CH:3]=[CH:4][C:5]([C:8]#[C:9][CH2:10][CH2:11][C:12]2[CH:17]=[CH:16][C:15]([CH2:18][N:19]3[CH2:23][CH2:22][CH2:21][CH2:20]3)=[CH:14][CH:13]=2)=[N:6][CH:7]=1.[Cl:24][C:25]1[CH:30]=[CH:29][C:28](OB(O)O)=[CH:27][CH:26]=1.C([O-])([O-])=O.[Na+].[Na+]. The catalyst class is: 12. Product: [Cl:24][C:25]1[CH:30]=[CH:29][C:28]([C:2]2[CH:3]=[CH:4][C:5]([C:8]#[C:9][CH2:10][CH2:11][C:12]3[CH:17]=[CH:16][C:15]([CH2:18][N:19]4[CH2:23][CH2:22][CH2:21][CH2:20]4)=[CH:14][CH:13]=3)=[N:6][CH:7]=2)=[CH:27][CH:26]=1.